From a dataset of Forward reaction prediction with 1.9M reactions from USPTO patents (1976-2016). Predict the product of the given reaction. (1) Given the reactants C[O:2][C:3](=[O:29])[C:4]1[CH:9]=[CH:8][C:7]([CH2:10][N:11]2[C:23]3[CH:22]=[CH:21][C:20]([C:24]4[NH:28][N:27]=[N:26][N:25]=4)=[CH:19][C:18]=3[C:17]3[C:12]2=[CH:13][CH:14]=[CH:15][CH:16]=3)=[CH:6][CH:5]=1.[OH-].[Na+], predict the reaction product. The product is: [C:3]([C:4]1[CH:5]=[CH:6][C:7]([CH2:10][N:11]2[C:23]3[CH:22]=[CH:21][C:20]([C:24]4[N:25]=[N:26][NH:27][N:28]=4)=[CH:19][C:18]=3[C:17]3[C:12]2=[CH:13][CH:14]=[CH:15][CH:16]=3)=[CH:8][CH:9]=1)([OH:29])=[O:2]. (2) Given the reactants [OH:1][C:2]1[CH:7]=[CH:6][N:5]2[C:8]([C:11]([O:13][CH2:14][CH3:15])=[O:12])=[CH:9][N:10]=[C:4]2[CH:3]=1.Br[CH2:17][CH:18]([F:20])[F:19].C([O-])([O-])=O.[Cs+].[Cs+], predict the reaction product. The product is: [F:19][CH:18]([F:20])[CH2:17][O:1][C:2]1[CH:7]=[CH:6][N:5]2[C:8]([C:11]([O:13][CH2:14][CH3:15])=[O:12])=[CH:9][N:10]=[C:4]2[CH:3]=1.